From a dataset of Forward reaction prediction with 1.9M reactions from USPTO patents (1976-2016). Predict the product of the given reaction. Given the reactants Cl[CH2:2][CH:3]([OH:9])[CH2:4][S:5]([O-:8])(=[O:7])=[O:6].[Na+:10].[NH4+:11], predict the reaction product. The product is: [NH2:11][CH2:2][CH:3]([OH:9])[CH2:4][S:5]([O-:8])(=[O:7])=[O:6].[Na+:10].